Predict the reactants needed to synthesize the given product. From a dataset of Full USPTO retrosynthesis dataset with 1.9M reactions from patents (1976-2016). (1) Given the product [F:1][C:2]1[CH:7]=[CH:6][CH:5]=[C:4]([F:8])[C:3]=1[S:20]([Cl:30])(=[O:22])=[O:21], predict the reactants needed to synthesize it. The reactants are: [F:1][C:2]1[CH:7]=[CH:6][CH:5]=[C:4]([F:8])[CH:3]=1.[Li]CCCC.CCCCCC.[S:20](=[O:22])=[O:21].C1C(=O)N([Cl:30])C(=O)C1. (2) Given the product [CH3:34][C:27]([C:24]1[CH:23]=[CH:22][C:21]([C:19](=[O:20])[NH:16][C:7]2[CH:8]=[C:9]([C:10]3[CH:15]=[CH:14][CH:13]=[CH:12][CH:11]=3)[N:4]3[N:3]=[C:2]([CH3:1])[CH:17]=[C:5]3[N:6]=2)=[CH:26][CH:25]=1)([CH3:33])[CH2:28][C:29]([O:31][CH3:32])=[O:30], predict the reactants needed to synthesize it. The reactants are: [CH3:1][C:2]1[CH:17]=[C:5]2[N:6]=[C:7]([NH2:16])[CH:8]=[C:9]([C:10]3[CH:15]=[CH:14][CH:13]=[CH:12][CH:11]=3)[N:4]2[N:3]=1.Cl[C:19]([C:21]1[CH:26]=[CH:25][C:24]([C:27]([CH3:34])([CH3:33])[CH2:28][C:29]([O:31][CH3:32])=[O:30])=[CH:23][CH:22]=1)=[O:20].C([O-])(O)=O.[Na+]. (3) Given the product [C:1]([O:5][C:6]([N:8]1[CH2:14][CH2:13][C:12]2[CH:15]=[C:16]([O:22][CH3:25])[C:17]([N+:19]([O-:21])=[O:20])=[CH:18][C:11]=2[CH2:10][CH2:9]1)=[O:7])([CH3:4])([CH3:2])[CH3:3], predict the reactants needed to synthesize it. The reactants are: [C:1]([O:5][C:6]([N:8]1[CH2:14][CH2:13][C:12]2[CH:15]=[C:16]([OH:22])[C:17]([N+:19]([O-:21])=[O:20])=[CH:18][C:11]=2[CH2:10][CH2:9]1)=[O:7])([CH3:4])([CH3:3])[CH3:2].CI.[C:25](=O)([O-])[O-].[K+].[K+].O. (4) Given the product [F:1][C:2]1[CH:7]=[CH:6][C:5]([C:8]2[C:12]([C:13]3[CH:14]=[CH:15][N:16]=[CH:17][CH:18]=3)=[CH:11][N:10]3[CH2:19][CH2:20][O:23][C:22](=[O:24])[C:9]=23)=[CH:4][CH:3]=1, predict the reactants needed to synthesize it. The reactants are: [F:1][C:2]1[CH:7]=[CH:6][C:5]([C:8]2[C:12]([C:13]3[CH:18]=[CH:17][N:16]=[CH:15][CH:14]=3)=[CH:11][N:10]([CH2:19][CH2:20]O)[C:9]=2[C:22]([OH:24])=[O:23])=[CH:4][CH:3]=1.Cl.CN(C)CCCN=C=NCC.C(N(C(C)C)C(C)C)C. (5) The reactants are: [P:1]([O:6]C)([O:4]C)[O:2]C.[Cl:8][CH:9](Cl)[C:10](=[O:16])[C:11]([O:13]CC)=[O:12]. Given the product [CH:9](/[Cl:8])=[C:10](/[O:16][P:1]([OH:6])([OH:4])=[O:2])\[C:11]([OH:13])=[O:12], predict the reactants needed to synthesize it. (6) Given the product [NH2:23][C:8]1[C:7]2[N:6]=[C:5]([CH2:24][O:25][CH2:26][CH3:27])[N:4]([CH2:3][CH2:2][NH:1][C:35](=[O:39])[CH:36]([CH3:38])[CH3:37])[C:16]=2[C:15]2[CH:14]=[CH:13][C:12]([C:17]3[CH:18]=[N:19][CH:20]=[CH:21][CH:22]=3)=[CH:11][C:10]=2[N:9]=1, predict the reactants needed to synthesize it. The reactants are: [NH2:1][CH2:2][CH2:3][N:4]1[C:16]2[C:15]3[CH:14]=[CH:13][C:12]([C:17]4[CH:18]=[N:19][CH:20]=[CH:21][CH:22]=4)=[CH:11][C:10]=3[N:9]=[C:8]([NH2:23])[C:7]=2[N:6]=[C:5]1[CH2:24][O:25][CH2:26][CH3:27].C(N(CC)CC)C.[C:35](Cl)(=[O:39])[CH:36]([CH3:38])[CH3:37]. (7) Given the product [C:1]([O:5][C:6]([N:8]1[C@H:12]([CH2:13][C:14]2[CH:19]=[CH:18][C:17]([C:20]3[CH:25]=[CH:24][CH:23]=[CH:22][CH:21]=3)=[CH:16][CH:15]=2)[CH2:11][CH:10]([CH:26]([S:46][CH2:43][CH2:42][CH2:41][CH3:40])[S:39][CH2:35][CH2:36][CH2:37][CH3:38])[C:9]1=[O:34])=[O:7])([CH3:3])([CH3:4])[CH3:2], predict the reactants needed to synthesize it. The reactants are: [C:1]([O:5][C:6]([N:8]1[C@H:12]([CH2:13][C:14]2[CH:19]=[CH:18][C:17]([C:20]3[CH:25]=[CH:24][CH:23]=[CH:22][CH:21]=3)=[CH:16][CH:15]=2)[CH2:11]/[C:10](=[CH:26]\N(C(C)C)C(C)C)/[C:9]1=[O:34])=[O:7])([CH3:4])([CH3:3])[CH3:2].[CH2:35]([SH:39])[CH2:36][CH2:37][CH3:38].[C:40]1(C)C=C[C:43]([S:46](O)(=O)=O)=[CH:42][CH:41]=1. (8) Given the product [C:26]1([C:2]([C:16]2[CH:17]=[CH:18][C:19]([C:22]([F:25])([F:23])[F:24])=[CH:20][CH:21]=2)=[C:3]2[CH2:4][CH2:5][NH:6][CH2:7][CH2:8]2)[CH:27]=[CH:28][CH:29]=[CH:30][CH:31]=1, predict the reactants needed to synthesize it. The reactants are: O[C:2]([C:26]1[CH:31]=[CH:30][CH:29]=[CH:28][CH:27]=1)([C:16]1[CH:21]=[CH:20][C:19]([C:22]([F:25])([F:24])[F:23])=[CH:18][CH:17]=1)[CH:3]1[CH2:8][CH2:7][N:6](C(OC(C)(C)C)=O)[CH2:5][CH2:4]1.C(O)(C(F)(F)F)=O.CCCCC. (9) Given the product [OH:9][CH2:8][C@H:7]([NH:14][C:15]([C:17]1[CH:18]=[CH:19][C:20]([C:23]2[CH:28]=[CH:27][CH:26]=[C:25]([NH:29][S:36]([C:32]3[S:31][CH:35]=[CH:34][CH:33]=3)(=[O:38])=[O:37])[CH:24]=2)=[CH:21][CH:22]=1)=[O:16])[C:6]([OH:5])=[O:30], predict the reactants needed to synthesize it. The reactants are: C([O:5][C:6](=[O:30])[C@@H:7]([NH:14][C:15]([C:17]1[CH:22]=[CH:21][C:20]([C:23]2[CH:28]=[CH:27][CH:26]=[C:25]([NH2:29])[CH:24]=2)=[CH:19][CH:18]=1)=[O:16])[CH2:8][O:9]C(C)(C)C)(C)(C)C.[S:31]1[CH:35]=[CH:34][CH:33]=[C:32]1[S:36](Cl)(=[O:38])=[O:37]. (10) Given the product [Br:1][C:2]1[CH:3]=[C:4]([N:8]2[CH2:12][CH2:11][CH:10]([O:13][Si:18]([C:15]([CH3:17])([CH3:16])[CH3:14])([CH3:20])[CH3:19])[CH2:9]2)[CH:5]=[CH:6][CH:7]=1, predict the reactants needed to synthesize it. The reactants are: [Br:1][C:2]1[CH:3]=[C:4]([N:8]2[CH2:12][CH2:11][CH:10]([OH:13])[CH2:9]2)[CH:5]=[CH:6][CH:7]=1.[CH3:14][C:15]([Si:18](Cl)([CH3:20])[CH3:19])([CH3:17])[CH3:16].N1C=CN=C1.